From a dataset of HIV replication inhibition screening data with 41,000+ compounds from the AIDS Antiviral Screen. Binary Classification. Given a drug SMILES string, predict its activity (active/inactive) in a high-throughput screening assay against a specified biological target. The compound is COc1ccc(NC(=O)C2=C(SC)C(=O)NC2=N)cc1. The result is 0 (inactive).